Dataset: Reaction yield outcomes from USPTO patents with 853,638 reactions. Task: Predict the reaction yield, written as a fraction of the theoretical maximum amount of product (1.0 means a 100% yield; for example, 0.34 means a 34% yield). The reactants are S(=O)(=O)(O)O.COCCOC[O:12][C:13]1[CH:33]=[CH:32][C:16]([C:17]([NH:19][CH2:20][C@H:21]([N:26]2[CH2:31][CH2:30][CH2:29][CH2:28][CH2:27]2)[C:22]([O:24][CH3:25])=[O:23])=[O:18])=[CH:15][CH:14]=1. The catalyst is O1CCCC1.CO. The product is [OH:12][C:13]1[CH:33]=[CH:32][C:16]([C:17]([NH:19][CH2:20][C@H:21]([N:26]2[CH2:27][CH2:28][CH2:29][CH2:30][CH2:31]2)[C:22]([O:24][CH3:25])=[O:23])=[O:18])=[CH:15][CH:14]=1. The yield is 0.930.